This data is from Full USPTO retrosynthesis dataset with 1.9M reactions from patents (1976-2016). The task is: Predict the reactants needed to synthesize the given product. (1) Given the product [N:15]1([CH2:21][C:22]([NH2:11])=[O:24])[CH2:20][CH2:19][O:18][CH2:17][CH2:16]1, predict the reactants needed to synthesize it. The reactants are: C(Cl)CCl.C1C=CC2N(O)N=[N:11]C=2C=1.[N:15]1([CH2:21][C:22]([OH:24])=O)[CH2:20][CH2:19][O:18][CH2:17][CH2:16]1.C(N(CC)CC)C. (2) Given the product [CH2:1]([N:8]1[CH2:13][CH2:12][CH:11]([O:14][C:15]2[C:16]([C:25]3[CH:26]=[CH:27][N:22]=[CH:23][CH:24]=3)=[N:17][CH:18]=[CH:19][CH:20]=2)[CH2:10][CH2:9]1)[C:2]1[CH:7]=[CH:6][CH:5]=[CH:4][CH:3]=1, predict the reactants needed to synthesize it. The reactants are: [CH2:1]([N:8]1[CH2:13][CH2:12][CH:11]([O:14][C:15]2[C:16](Cl)=[N:17][CH:18]=[CH:19][CH:20]=2)[CH2:10][CH2:9]1)[C:2]1[CH:7]=[CH:6][CH:5]=[CH:4][CH:3]=1.[N:22]1[CH:27]=[CH:26][C:25](B(O)O)=[CH:24][CH:23]=1.C(=O)([O-])[O-].[Na+].[Na+].COCCOC.